From a dataset of Reaction yield outcomes from USPTO patents with 853,638 reactions. Predict the reaction yield, written as a fraction of the theoretical maximum amount of product (1.0 means a 100% yield; for example, 0.34 means a 34% yield). (1) The reactants are [CH:1]([N:14]1[CH2:17][CH:16](I)[CH2:15]1)([C:8]1[CH:13]=[CH:12][CH:11]=[CH:10][CH:9]=1)[C:2]1[CH:7]=[CH:6][CH:5]=[CH:4][CH:3]=1.CN(P(N(C)C)(N(C)C)=O)C.[C:30]([N:38]1[CH2:43][CH2:42][C:41](=[O:44])[CH2:40][CH2:39]1)(=[O:37])[C:31]1[CH:36]=[CH:35][CH:34]=[CH:33][CH:32]=1.[NH4+].[Cl-]. The catalyst is C1COCC1. The product is [CH:1]([N:14]1[CH2:17][CH:16]([C:41]2([OH:44])[CH2:40][CH2:39][N:38]([C:30]([C:31]3[CH:36]=[CH:35][CH:34]=[CH:33][CH:32]=3)=[O:37])[CH2:43][CH2:42]2)[CH2:15]1)([C:8]1[CH:13]=[CH:12][CH:11]=[CH:10][CH:9]=1)[C:2]1[CH:7]=[CH:6][CH:5]=[CH:4][CH:3]=1. The yield is 0.550. (2) The reactants are [O:1]=[C:2]1[C:7]([CH2:8][C:9]2[CH:14]=[CH:13][C:12]([C:15]3[C:16]([C:21]#[N:22])=[CH:17][CH:18]=[CH:19][CH:20]=3)=[CH:11][CH:10]=2)=[C:6]([CH2:23][CH2:24][CH3:25])[N:5]2[N:26]=[CH:27][N:28]=[C:4]2[N:3]1[CH:29]1[CH2:34][CH2:33][C:32](=[O:35])[CH2:31][CH2:30]1.[CH:36]1(O)[CH2:40][CH2:39][CH2:38][CH:37]1[OH:41]. The catalyst is O.C1(C)C=CC(S(O)(=O)=O)=CC=1.C1(C)C=CC=CC=1. The product is [O:1]=[C:2]1[C:7]([CH2:8][C:9]2[CH:10]=[CH:11][C:12]([C:15]3[C:16]([C:21]#[N:22])=[CH:17][CH:18]=[CH:19][CH:20]=3)=[CH:13][CH:14]=2)=[C:6]([CH2:23][CH2:24][CH3:25])[N:5]2[N:26]=[CH:27][N:28]=[C:4]2[N:3]1[CH:29]1[CH2:30][CH2:31][C:32]2([O:41][C@H:37]3[CH2:38][CH2:39][CH2:40][C@H:36]3[O:35]2)[CH2:33][CH2:34]1. The yield is 1.00.